Dataset: Reaction yield outcomes from USPTO patents with 853,638 reactions. Task: Predict the reaction yield, written as a fraction of the theoretical maximum amount of product (1.0 means a 100% yield; for example, 0.34 means a 34% yield). (1) The reactants are [CH:1]1([C:4]2[NH:13][C:7]3[N:8]=[N:9][C:10](I)=[CH:11][C:6]=3[CH:5]=2)[CH2:3][CH2:2]1.[CH2:14]([N:18]1[CH:22]=[C:21]([C:23]([O:25][CH3:26])=[O:24])[N:20]=[N:19]1)[CH2:15][C:16]#[CH:17].CCN(CC)CC. The catalyst is C1COCC1.Cl[Pd](Cl)([P](C1C=CC=CC=1)(C1C=CC=CC=1)C1C=CC=CC=1)[P](C1C=CC=CC=1)(C1C=CC=CC=1)C1C=CC=CC=1.[Cu]I. The product is [CH:1]1([C:4]2[NH:13][C:7]3[N:8]=[N:9][C:10]([C:17]#[C:16][CH2:15][CH2:14][N:18]4[CH:22]=[C:21]([C:23]([O:25][CH3:26])=[O:24])[N:20]=[N:19]4)=[CH:11][C:6]=3[CH:5]=2)[CH2:3][CH2:2]1. The yield is 0.800. (2) The reactants are Cl[C:2]1[CH:3]=[CH:4][C:5]([N+:26]([O-:28])=[O:27])=[C:6]([CH:25]=1)[C:7]([NH:9][C:10]1[NH:11][N:12]=[C:13]([C:15]2[CH:20]=[CH:19][CH:18]=[C:17]([C:21]([F:24])([F:23])[F:22])[CH:16]=2)[N:14]=1)=[O:8].[NH:29]1[CH2:34][CH2:33][CH2:32][CH2:31][CH2:30]1. The catalyst is CN(C)C=O.C(OCC)(=O)C. The product is [N+:26]([C:5]1[CH:4]=[CH:3][C:2]([N:29]2[CH2:34][CH2:33][CH2:32][CH2:31][CH2:30]2)=[CH:25][C:6]=1[C:7]([NH:9][C:10]1[NH:11][N:12]=[C:13]([C:15]2[CH:20]=[CH:19][CH:18]=[C:17]([C:21]([F:24])([F:23])[F:22])[CH:16]=2)[N:14]=1)=[O:8])([O-:28])=[O:27]. The yield is 0.970.